From a dataset of Catalyst prediction with 721,799 reactions and 888 catalyst types from USPTO. Predict which catalyst facilitates the given reaction. (1) Reactant: [C:1]([O-:14])(=[O:13])[CH2:2][CH2:3][CH2:25][CH2:26]CCCCCCC.[C:1]([O-:14])(=[O:13])[CH2:2][CH2:3]CCCCCCC[CH2:25][CH3:26].C([Sn+2]CCCC)CCC.O=C=[N:40]C1CC(C)(C)CC(C)(CN=C=O)C1.C(N=C=O)CCCCCN=C=O.C(CCN=C=O)CCCN=C=O.C(CCN=C=O)CCCN=C=O.C(CCN=C=O)CCCN=C=O.C(OCCO)(=O)C=C.[N-]=C=O. Product: [C:1]([OH:14])(=[O:13])[CH:2]=[CH2:3].[NH2:40][C:1]([O:14][CH2:25][CH3:26])=[O:13]. The catalyst class is: 11. (2) The catalyst class is: 6. Product: [F:13][C:14]1[CH:15]=[C:16]([CH:20]=[C:9]2[C:10](=[O:11])[O:12][C:6]([C:2]3[S:1][CH:5]=[CH:4][CH:3]=3)=[N:8]2)[CH:17]=[N:18][CH:19]=1. Reactant: [S:1]1[CH:5]=[CH:4][CH:3]=[C:2]1[C:6]([NH:8][CH2:9][C:10]([OH:12])=[O:11])=O.[F:13][C:14]1[CH:15]=[C:16]([CH:20]=O)[CH:17]=[N:18][CH:19]=1.C([O-])(=O)C.[Na+].C(OC(=O)C)(=O)C. (3) Product: [CH2:22]([O:24][C:25](=[O:31])[CH2:26][CH:27]([N:14]1[C:15]2[CH:20]=[CH:19][CH:18]=[CH:17][C:16]=2[N:12]([CH2:11][C:9]2[C:10]3[C:2]([CH3:1])=[CH:3][CH:4]=[CH:5][C:6]=3[S:7][CH:8]=2)[C:13]1=[O:21])[CH2:28][CH2:29][CH3:30])[CH3:23]. The catalyst class is: 18. Reactant: [CH3:1][C:2]1[C:10]2[C:9]([CH2:11][N:12]3[C:16]4[CH:17]=[CH:18][CH:19]=[CH:20][C:15]=4[NH:14][C:13]3=[O:21])=[CH:8][S:7][C:6]=2[CH:5]=[CH:4][CH:3]=1.[CH2:22]([O:24][C:25](=[O:31])/[CH:26]=[CH:27]/[CH2:28][CH2:29][CH3:30])[CH3:23].[OH-].C([N+](C)(C)C)C1C=CC=CC=1.CO.[NH4+].[Cl-].